Dataset: Ames mutagenicity test results for genotoxicity prediction. Task: Regression/Classification. Given a drug SMILES string, predict its toxicity properties. Task type varies by dataset: regression for continuous values (e.g., LD50, hERG inhibition percentage) or binary classification for toxic/non-toxic outcomes (e.g., AMES mutagenicity, cardiotoxicity, hepatotoxicity). Dataset: ames. (1) The molecule is O=NN1CCC(=O)CC1. The result is 1 (mutagenic). (2) The compound is CC(C)Cc1nccs1. The result is 1 (mutagenic).